Dataset: Full USPTO retrosynthesis dataset with 1.9M reactions from patents (1976-2016). Task: Predict the reactants needed to synthesize the given product. (1) Given the product [Cl:22][C:6]1[C:5]2[C:10](=[CH:11][CH:12]=[C:3]([C:1]#[N:2])[CH:4]=2)[N:9]=[C:8]([CH3:13])[C:7]=1[C:14]([O:16][CH3:17])=[O:15], predict the reactants needed to synthesize it. The reactants are: [C:1]([C:3]1[CH:4]=[C:5]2[C:10](=[CH:11][CH:12]=1)[NH:9][C:8]([CH3:13])=[C:7]([C:14]([O:16][CH3:17])=[O:15])[CH:6]2O)#[N:2].N.O=P(Cl)(Cl)[Cl:22]. (2) Given the product [NH2:21][C:16]1[C:15]([F:24])=[C:14]([C:19]([F:20])=[CH:18][CH:17]=1)[C:13]([C:12]1[C:3]2[C:4](=[N:5][CH:6]=[C:7]([C:8]#[N:9])[C:2]=2[Cl:1])[NH:10][CH:11]=1)=[O:25], predict the reactants needed to synthesize it. The reactants are: [Cl:1][C:2]1[C:7]([C:8]#[N:9])=[CH:6][N:5]=[C:4]2[NH:10][CH:11]=[C:12]([C:13](=[O:25])[C:14]3[C:19]([F:20])=[CH:18][CH:17]=[C:16]([N+:21]([O-])=O)[C:15]=3[F:24])[C:3]=12.[Sn](Cl)Cl.O1CCCC1.C(=O)(O)[O-].[Na+]. (3) Given the product [O:2]1[C@H:7]2[CH2:8][N:9]([CH2:21]/[CH:22]=[CH:23]/[C:24]([O:26][CH2:27][CH3:28])=[O:25])[CH2:10][C@H:6]2[O:5][CH2:4][CH2:3]1, predict the reactants needed to synthesize it. The reactants are: Cl.[O:2]1[C@H:7]2[CH2:8][NH:9][CH2:10][C@H:6]2[O:5][CH2:4][CH2:3]1.CCN(C(C)C)C(C)C.Br[CH2:21]/[CH:22]=[CH:23]/[C:24]([O:26][CH2:27][CH3:28])=[O:25]. (4) The reactants are: [Li]CCCC.C(NC(C)C)(C)C.[Cl:13][C:14]([Cl:25])([Cl:24])[C@@H:15]1[N:19]2[CH2:20][CH2:21][CH2:22][C@H:18]2[C:17](=[O:23])[O:16]1.Cl[CH2:27][O:28][CH2:29][C:30]1[CH:35]=[CH:34][CH:33]=[CH:32][CH:31]=1. Given the product [CH2:29]([O:28][CH2:27][C@@:18]12[CH2:22][CH2:21][CH2:20][N:19]1[C@@H:15]([C:14]([Cl:13])([Cl:24])[Cl:25])[O:16][C:17]2=[O:23])[C:30]1[CH:35]=[CH:34][CH:33]=[CH:32][CH:31]=1, predict the reactants needed to synthesize it. (5) Given the product [Si:38]([O:51][C:52]1[CH:57]=[CH:56][C:55]([O:58][CH2:59][C@@H:60]([OH:61])[CH2:62][NH:4][CH2:5][CH2:6][C:7]2[CH:8]=[CH:9][C:10]([NH:11][CH:12]3[CH2:17][CH2:16][N:15]([C:18]([NH:20][CH2:21][C:22]4[CH:27]=[CH:26][CH:25]=[C:24]([O:28][CH3:29])[C:23]=4[O:30][CH3:31])=[O:19])[CH2:14][CH2:13]3)=[CH:32][CH:33]=2)=[CH:54][CH:53]=1)([C:34]([CH3:35])([CH3:37])[CH3:36])([C:39]1[CH:44]=[CH:43][CH:42]=[CH:41][CH:40]=1)[C:45]1[CH:46]=[CH:47][CH:48]=[CH:49][CH:50]=1, predict the reactants needed to synthesize it. The reactants are: C(O)=O.[NH2:4][CH2:5][CH2:6][C:7]1[CH:33]=[CH:32][C:10]([NH:11][CH:12]2[CH2:17][CH2:16][N:15]([C:18]([NH:20][CH2:21][C:22]3[CH:27]=[CH:26][CH:25]=[C:24]([O:28][CH3:29])[C:23]=3[O:30][CH3:31])=[O:19])[CH2:14][CH2:13]2)=[CH:9][CH:8]=1.[C:34]([Si:38]([O:51][C:52]1[CH:57]=[CH:56][C:55]([O:58][CH2:59][CH:60]2[CH2:62][O:61]2)=[CH:54][CH:53]=1)([C:45]1[CH:50]=[CH:49][CH:48]=[CH:47][CH:46]=1)[C:39]1[CH:44]=[CH:43][CH:42]=[CH:41][CH:40]=1)([CH3:37])([CH3:36])[CH3:35]. (6) Given the product [Cl:1][C:2]1[CH:3]=[C:4]2[C:8](=[CH:9][CH:10]=1)[N:7]([S:11]([C:14]1[CH:19]=[CH:18][CH:17]=[CH:16][CH:15]=1)(=[O:13])=[O:12])[C:6]([C:20]([O:22][CH2:23][CH3:24])=[O:21])=[C:5]2[S:25]([NH:31][CH3:29])(=[O:27])=[O:26], predict the reactants needed to synthesize it. The reactants are: [Cl:1][C:2]1[CH:3]=[C:4]2[C:8](=[CH:9][CH:10]=1)[N:7]([S:11]([C:14]1[CH:19]=[CH:18][CH:17]=[CH:16][CH:15]=1)(=[O:13])=[O:12])[C:6]([C:20]([O:22][CH2:23][CH3:24])=[O:21])=[C:5]2[S:25](Cl)(=[O:27])=[O:26].[CH2:29]([N:31](CC)CC)C.Cl.CN. (7) The reactants are: [Cl:1][C:2]1[N:6]([CH3:7])[N:5]=[CH:4][C:3]=1[C:8](Cl)=[O:9].[C:11]([C:15]1[CH:21]=[CH:20][C:18]([NH2:19])=[CH:17][CH:16]=1)([CH3:14])([CH3:13])[CH3:12]. Given the product [C:11]([C:15]1[CH:16]=[CH:17][C:18]([NH:19][C:8]([C:3]2[CH:4]=[N:5][N:6]([CH3:7])[C:2]=2[Cl:1])=[O:9])=[CH:20][CH:21]=1)([CH3:14])([CH3:12])[CH3:13], predict the reactants needed to synthesize it.